The task is: Predict the reaction yield, written as a fraction of the theoretical maximum amount of product (1.0 means a 100% yield; for example, 0.34 means a 34% yield).. This data is from Reaction yield outcomes from USPTO patents with 853,638 reactions. (1) The reactants are [CH3:1][NH:2][CH3:3].[CH2:4]=O.[N+:6]([C:9]1[CH:17]=[C:16]2[C:12]([CH:13]=[CH:14][NH:15]2)=[CH:11][CH:10]=1)([O-:8])=[O:7].[OH-].[Na+]. The catalyst is C(O)(=O)C. The product is [CH3:1][N:2]([CH3:4])[CH2:3][C:13]1[C:12]2[C:16](=[CH:17][C:9]([N+:6]([O-:8])=[O:7])=[CH:10][CH:11]=2)[NH:15][CH:14]=1. The yield is 0.870. (2) The reactants are Cl[CH2:2][C:3]([C:5]1[CH:10]=[CH:9][C:8]([C:11]([F:14])([F:13])[F:12])=[CH:7][CH:6]=1)=[O:4].[CH3:15][CH:16]([CH3:24])[C:17](=O)[CH2:18][C:19]([O:21][CH3:22])=[O:20]. No catalyst specified. The product is [CH:16]([C:17]1[O:4][C:3]([C:5]2[CH:10]=[CH:9][C:8]([C:11]([F:14])([F:13])[F:12])=[CH:7][CH:6]=2)=[CH:2][C:18]=1[C:19]([O:21][CH3:22])=[O:20])([CH3:24])[CH3:15]. The yield is 0.360. (3) The product is [CH:1]12[CH2:6][CH:5]1[CH2:4][N:3]([C:7]1[N:12]=[C:11]([NH:13][CH2:14][C:15]3[CH:20]=[CH:19][C:18]([O:21][CH3:22])=[C:17]([Cl:23])[CH:16]=3)[C:10]([C:24]([NH:35][CH2:34][CH2:33][N:27]3[CH2:32][CH2:31][O:30][CH2:29][CH2:28]3)=[O:25])=[CH:9][N:8]=1)[CH2:2]2. The catalyst is C1COCC1.O. The yield is 0.365. The reactants are [CH:1]12[CH2:6][CH:5]1[CH2:4][N:3]([C:7]1[N:12]=[C:11]([NH:13][CH2:14][C:15]3[CH:20]=[CH:19][C:18]([O:21][CH3:22])=[C:17]([Cl:23])[CH:16]=3)[C:10]([C:24](O)=[O:25])=[CH:9][N:8]=1)[CH2:2]2.[N:27]1([CH2:33][CH2:34][NH2:35])[CH2:32][CH2:31][O:30][CH2:29][CH2:28]1.CN(C(ON1N=NC2C=CC=NC1=2)=[N+](C)C)C.F[P-](F)(F)(F)(F)F.C(N(CC)CC)C.